The task is: Predict the reactants needed to synthesize the given product.. This data is from Full USPTO retrosynthesis dataset with 1.9M reactions from patents (1976-2016). (1) The reactants are: Br[C:2]1[CH:7]=[CH:6][C:5]([C:8]2[CH:13]=[CH:12][C:11]([CH2:14][CH2:15][C:16]3([NH:24][C:25](=[O:27])[CH3:26])[CH2:21][O:20][C:19]([CH3:23])([CH3:22])[O:18][CH2:17]3)=[CH:10][CH:9]=2)=[C:4]([F:28])[CH:3]=1.[CH:29]([C:32]1[CH:37]=[CH:36][C:35]([SH:38])=[CH:34][CH:33]=1)([CH3:31])[CH3:30].C(N(C(C)C)CC)(C)C.O. Given the product [F:28][C:4]1[CH:3]=[C:2]([S:38][C:35]2[CH:36]=[CH:37][C:32]([CH:29]([CH3:31])[CH3:30])=[CH:33][CH:34]=2)[CH:7]=[CH:6][C:5]=1[C:8]1[CH:13]=[CH:12][C:11]([CH2:14][CH2:15][C:16]2([NH:24][C:25](=[O:27])[CH3:26])[CH2:21][O:20][C:19]([CH3:23])([CH3:22])[O:18][CH2:17]2)=[CH:10][CH:9]=1, predict the reactants needed to synthesize it. (2) Given the product [Cl:1][C:2]1[C:7]([NH:8][S:9]([C:12]2[CH:13]=[CH:14][C:15]([F:18])=[CH:16][CH:17]=2)(=[O:10])=[O:11])=[CH:6][C:5]([C:29]2[CH:30]=[C:31]3[C:36](=[CH:37][CH:38]=2)[N:35]=[CH:34][C:33]([OH:39])=[CH:32]3)=[CH:4][N:3]=1, predict the reactants needed to synthesize it. The reactants are: [Cl:1][C:2]1[C:7]([NH:8][S:9]([C:12]2[CH:17]=[CH:16][C:15]([F:18])=[CH:14][CH:13]=2)(=[O:11])=[O:10])=[CH:6][C:5](B2OC(C)(C)C(C)(C)O2)=[CH:4][N:3]=1.Br[C:29]1[CH:30]=[C:31]2[C:36](=[CH:37][CH:38]=1)[N:35]=[CH:34][C:33]([OH:39])=[CH:32]2.C(=O)([O-])[O-].[K+].[K+]. (3) Given the product [CH2:44]([N:51]([CH2:52][C:53]1[CH:54]=[CH:55][C:56]([C:57]([O:59][CH3:60])=[O:58])=[CH:61][CH:62]=1)[C:36]([C@H:33]1[CH2:32][CH2:31][C@H:30]([O:29][C:28]2[CH:39]=[CH:40][CH:41]=[CH:42][C:27]=2[O:26][CH3:25])[CH2:35][CH2:34]1)=[O:38])[C:45]1[CH:46]=[CH:47][CH:48]=[CH:49][CH:50]=1, predict the reactants needed to synthesize it. The reactants are: CN(C(ON1N=NC2C=CC=NC1=2)=[N+](C)C)C.F[P-](F)(F)(F)(F)F.[CH3:25][O:26][C:27]1[CH:42]=[CH:41][CH:40]=[CH:39][C:28]=1[O:29][CH:30]1[CH2:35][CH2:34][CH:33]([C:36]([OH:38])=O)[CH2:32][CH2:31]1.Cl.[CH2:44]([NH:51][CH2:52][C:53]1[CH:62]=[CH:61][C:56]([C:57]([O:59][CH3:60])=[O:58])=[CH:55][CH:54]=1)[C:45]1[CH:50]=[CH:49][CH:48]=[CH:47][CH:46]=1. (4) Given the product [Br:10][C:7]1[CH:6]=[CH:5][C:4]([OH:9])=[C:3]([CH2:1][CH3:2])[CH:8]=1, predict the reactants needed to synthesize it. The reactants are: [CH2:1]([C:3]1[CH:8]=[CH:7][CH:6]=[CH:5][C:4]=1[OH:9])[CH3:2].[Br-:10].[Br-].[Br-].C([N+](CCCC)(CCCC)CCCC)CCC.C([N+](CCCC)(CCCC)CCCC)CCC.C([N+](CCCC)(CCCC)CCCC)CCC.S([O-])([O-])(=O)=S.[Na+].[Na+]. (5) Given the product [C:15]([N:2]1[C:3](=[O:8])[CH:4]2[CH2:7][CH:1]1[CH:6]=[CH:5]2)(=[O:19])[CH:16]([CH3:18])[CH3:17], predict the reactants needed to synthesize it. The reactants are: [CH:1]12[CH2:7][CH:4]([CH:5]=[CH:6]1)[C:3](=[O:8])[NH:2]2.N1C=CC=CC=1.[C:15](Cl)(=[O:19])[CH:16]([CH3:18])[CH3:17].O.